From a dataset of Full USPTO retrosynthesis dataset with 1.9M reactions from patents (1976-2016). Predict the reactants needed to synthesize the given product. (1) Given the product [C:1]1([CH:7]([NH:15][C:19]2[NH:23][CH2:22][CH2:21][N:20]=2)[CH2:8][C:9]2[CH:10]=[CH:11][CH:12]=[CH:13][CH:14]=2)[CH:6]=[CH:5][CH:4]=[CH:3][CH:2]=1, predict the reactants needed to synthesize it. The reactants are: [C:1]1([CH:7]([NH2:15])[CH2:8][C:9]2[CH:14]=[CH:13][CH:12]=[CH:11][CH:10]=2)[CH:6]=[CH:5][CH:4]=[CH:3][CH:2]=1.I.CS[C:19]1[NH:20][CH2:21][CH2:22][N:23]=1. (2) Given the product [ClH:1].[Cl:1][C:2]1[CH:3]=[C:4]([C:9]2[O:10][C:11]([CH2:14][CH2:15][NH2:16])=[CH:12][CH:13]=2)[CH:5]=[CH:6][C:7]=1[Cl:8], predict the reactants needed to synthesize it. The reactants are: [Cl:1][C:2]1[CH:3]=[C:4]([C:9]2[O:10][C:11](/[CH:14]=[CH:15]/[N+:16]([O-])=O)=[CH:12][CH:13]=2)[CH:5]=[CH:6][C:7]=1[Cl:8].CO.Cl.CO. (3) The reactants are: [C:1]([C:3]1[C:4]([N:17]2[CH2:20][CH:19]([C:21]([OH:23])=O)[CH2:18]2)=[N:5][C:6]([CH:14]([F:16])[F:15])=[C:7]([C:9]([O:11][CH2:12][CH3:13])=[O:10])[CH:8]=1)#[N:2].[F:24][C:25]1[CH:26]=[C:27]([CH2:31][S:32]([NH2:35])(=[O:34])=[O:33])[CH:28]=[CH:29][CH:30]=1. Given the product [C:1]([C:3]1[C:4]([N:17]2[CH2:18][CH:19]([C:21]([NH:35][S:32]([CH2:31][C:27]3[CH:28]=[CH:29][CH:30]=[C:25]([F:24])[CH:26]=3)(=[O:34])=[O:33])=[O:23])[CH2:20]2)=[N:5][C:6]([CH:14]([F:16])[F:15])=[C:7]([CH:8]=1)[C:9]([O:11][CH2:12][CH3:13])=[O:10])#[N:2], predict the reactants needed to synthesize it. (4) Given the product [S:15]1[C:5]2[C:6]3[CH:14]=[CH:13][CH:12]=[CH:11][C:7]=3[O:8][CH2:9][CH2:10][C:4]=2[CH:3]=[C:2]1[C:20]1[CH:19]=[N:18][C:17]([NH2:16])=[N:22][CH:21]=1, predict the reactants needed to synthesize it. The reactants are: Br[C:2]1[S:15][C:5]2[C:6]3[CH:14]=[CH:13][CH:12]=[CH:11][C:7]=3[O:8][CH2:9][CH2:10][C:4]=2[CH:3]=1.[NH2:16][C:17]1[N:22]=[CH:21][C:20](B2OC(C)(C)C(C)(C)O2)=[CH:19][N:18]=1. (5) Given the product [S:1]1[CH:5]=[CH:4][C:3]2[CH:6]=[CH:7][CH:8]=[C:9]([CH:10]([NH:14][C:15]3[CH:16]=[CH:17][CH:18]=[CH:19][CH:20]=3)[C:11]([O:13][C@@H:23]3[CH:24]4[CH2:27][CH2:28][N:21]([CH2:26][CH2:25]4)[CH2:22]3)=[O:12])[C:2]1=2, predict the reactants needed to synthesize it. The reactants are: [S:1]1[CH:5]=[CH:4][C:3]2[CH:6]=[CH:7][CH:8]=[C:9]([CH:10]([NH:14][C:15]3[CH:20]=[CH:19][CH:18]=[CH:17][CH:16]=3)[C:11]([OH:13])=[O:12])[C:2]1=2.[N:21]12[CH2:28][CH2:27][CH:24]([CH2:25][CH2:26]1)[C@@H:23](O)[CH2:22]2.C1CCC(N=C=NC2CCCCC2)CC1.C1C=CC2N(O)N=NC=2C=1. (6) Given the product [OH:1][C@@:2]1([CH3:22])[CH2:7][CH2:6][CH2:5][CH2:4][C@@H:3]1[NH:8][C:9](=[O:18])[O:10][CH2:11][C:12]1[CH:13]=[CH:14][CH:15]=[CH:16][CH:17]=1, predict the reactants needed to synthesize it. The reactants are: [O:1]=[C:2]1[CH2:7][CH2:6][CH2:5][CH2:4][CH:3]1[NH:8][C:9](=[O:18])[O:10][CH2:11][C:12]1[CH:17]=[CH:16][CH:15]=[CH:14][CH:13]=1.C[Mg+].[Br-].[CH3:22]COCC. (7) Given the product [CH2:1]([O:8][C:9](=[O:14])[NH:10][CH2:11][CH2:12][O:13][Si:15]([C:28]([CH3:31])([CH3:30])[CH3:29])([C:22]1[CH:23]=[CH:24][CH:25]=[CH:26][CH:27]=1)[C:16]1[CH:21]=[CH:20][CH:19]=[CH:18][CH:17]=1)[C:2]1[CH:7]=[CH:6][CH:5]=[CH:4][CH:3]=1, predict the reactants needed to synthesize it. The reactants are: [CH2:1]([O:8][C:9](=[O:14])[NH:10][CH2:11][CH2:12][OH:13])[C:2]1[CH:7]=[CH:6][CH:5]=[CH:4][CH:3]=1.[Si:15](Cl)([C:28]([CH3:31])([CH3:30])[CH3:29])([C:22]1[CH:27]=[CH:26][CH:25]=[CH:24][CH:23]=1)[C:16]1[CH:21]=[CH:20][CH:19]=[CH:18][CH:17]=1.N1C=CN=C1.C(O)C.